The task is: Regression. Given a peptide amino acid sequence and an MHC pseudo amino acid sequence, predict their binding affinity value. This is MHC class II binding data.. This data is from Peptide-MHC class II binding affinity with 134,281 pairs from IEDB. (1) The peptide sequence is SSKAATAKAPGLVPK. The MHC is DRB1_0901 with pseudo-sequence DRB1_0901. The binding affinity (normalized) is 0.503. (2) The peptide sequence is GEMQIVDKIDAAFKI. The MHC is DRB1_1302 with pseudo-sequence DRB1_1302. The binding affinity (normalized) is 0.310. (3) The peptide sequence is IAPIMFSNKMARLGK. The MHC is DRB1_0101 with pseudo-sequence DRB1_0101. The binding affinity (normalized) is 0.625. (4) The peptide sequence is FLQRSVSTVCSRISR. The MHC is DRB3_0301 with pseudo-sequence DRB3_0301. The binding affinity (normalized) is 0.471. (5) The peptide sequence is KESGDAASGADGTYD. The MHC is HLA-DPA10201-DPB10501 with pseudo-sequence HLA-DPA10201-DPB10501. The binding affinity (normalized) is 0. (6) The peptide sequence is AFKVAATAANAYPAN. The MHC is DRB1_0401 with pseudo-sequence DRB1_0401. The binding affinity (normalized) is 0.803.